The task is: Predict which catalyst facilitates the given reaction.. This data is from Catalyst prediction with 721,799 reactions and 888 catalyst types from USPTO. (1) Reactant: [C:1]1(C2C=CC=CC=2)[C:2]([C:7]([C:9]2[O:10][C:11]3[CH:21]=[CH:20][CH:19]=[CH:18][C:12]=3[C:13]=2[CH2:14][C:15]([OH:17])=[O:16])=O)=[CH:3][CH:4]=[CH:5][CH:6]=1.[BH4-].[Na+].C([SiH]([CH2:35][CH3:36])CC)C.C(O)(C(F)(F)F)=O.[CH2:44]1[CH2:48]O[CH2:46][CH2:45]1. Product: [C:5]1([C:36]2[CH:35]=[CH:46][CH:45]=[CH:44][CH:48]=2)[CH:4]=[CH:3][C:2]([CH2:7][C:9]2[O:10][C:11]3[CH:21]=[CH:20][CH:19]=[CH:18][C:12]=3[C:13]=2[CH2:14][C:15]([OH:17])=[O:16])=[CH:1][CH:6]=1. The catalyst class is: 473. (2) Reactant: O=[C:2]1[CH2:5][N:4]([C:6]([O:8][C:9]([CH3:12])([CH3:11])[CH3:10])=[O:7])[CH2:3]1.C[C:14]1[NH:15]C(C)=C(C(OCC)=O)C[C:19]=1[C:20]([O:22][CH2:23][CH3:24])=[O:21].C(CC(OCC)=O)#N.N1CCC[C@H]1C(O)=O. The catalyst class is: 16. Product: [C:14]([CH:19]([CH:2]1[CH2:5][N:4]([C:6]([O:8][C:9]([CH3:12])([CH3:11])[CH3:10])=[O:7])[CH2:3]1)[C:20]([O:22][CH2:23][CH3:24])=[O:21])#[N:15]. (3) Reactant: [Br:1][C:2]1[CH:14]=[CH:13][C:5]2[O:6][C:7]3[CH:12]=[CH:11][CH:10]=[CH:9][C:8]=3[C:4]=2[CH:3]=1.[I:15](O)(O)(O)(O)(O)=O.II.S(=O)(=O)(O)O. Product: [Br:1][C:2]1[CH:14]=[CH:13][C:5]2[O:6][C:7]3[CH:12]=[CH:11][C:10]([I:15])=[CH:9][C:8]=3[C:4]=2[CH:3]=1. The catalyst class is: 211. (4) Reactant: [F:1][C:2]1[CH:3]=[C:4]([CH3:10])[C:5]([NH:8][NH2:9])=[N:6][CH:7]=1.[CH3:11][N:12]1[CH2:16][CH2:15][CH2:14][C@H:13]1[C:17](O)=[O:18].C1C=CC2N(O)N=NC=2C=1.C(Cl)CCl. Product: [F:1][C:2]1[CH:3]=[C:4]([CH3:10])[C:5]([NH:8][NH:9][C:17]([C@@H:13]2[CH2:14][CH2:15][CH2:16][N:12]2[CH3:11])=[O:18])=[N:6][CH:7]=1. The catalyst class is: 2. (5) Product: [CH3:43][NH:44][C:11]([C:13]1[C:17]([CH3:18])=[C:16](/[CH:19]=[C:20]2\[C:21](=[O:41])[NH:22][C:23]3[C:28]\2=[CH:27][C:26]([S:29]([CH2:32][C:33]2[C:34]([Cl:40])=[CH:35][CH:36]=[CH:37][C:38]=2[Cl:39])(=[O:30])=[O:31])=[CH:25][CH:24]=3)[NH:15][C:14]=1[CH3:42])=[O:10]. Reactant: N1C2C(=NC=CC=2)N([O:10][C:11]([C:13]2[C:17]([CH3:18])=[C:16](/[CH:19]=[C:20]3\[C:21](=[O:41])[NH:22][C:23]4[C:28]\3=[CH:27][C:26]([S:29]([CH2:32][C:33]3[C:38]([Cl:39])=[CH:37][CH:36]=[CH:35][C:34]=3[Cl:40])(=[O:31])=[O:30])=[CH:25][CH:24]=4)[NH:15][C:14]=2[CH3:42])=O)N=1.[CH3:43][NH2:44]. The catalyst class is: 44. (6) Reactant: [Si:1]([O:8][CH2:9][CH:10]([OH:25])[CH2:11][N:12]1[C:21]2[C:16](=[CH:17][CH:18]=[C:19]([O:22][CH3:23])[CH:20]=2)[N:15]=[CH:14][C:13]1=[O:24])([C:4]([CH3:7])([CH3:6])[CH3:5])([CH3:3])[CH3:2].C(N(CC)C(C)C)(C)C.Cl[CH2:36][O:37][CH3:38]. The catalyst class is: 4. Product: [Si:1]([O:8][CH2:9][CH:10]([O:25][CH2:36][O:37][CH3:38])[CH2:11][N:12]1[C:21]2[C:16](=[CH:17][CH:18]=[C:19]([O:22][CH3:23])[CH:20]=2)[N:15]=[CH:14][C:13]1=[O:24])([C:4]([CH3:7])([CH3:5])[CH3:6])([CH3:3])[CH3:2].